From a dataset of NCI-60 drug combinations with 297,098 pairs across 59 cell lines. Regression. Given two drug SMILES strings and cell line genomic features, predict the synergy score measuring deviation from expected non-interaction effect. (1) Drug 2: C(CCl)NC(=O)N(CCCl)N=O. Synergy scores: CSS=25.5, Synergy_ZIP=-3.74, Synergy_Bliss=0.712, Synergy_Loewe=-13.3, Synergy_HSA=3.74. Cell line: PC-3. Drug 1: C1=NC2=C(N=C(N=C2N1C3C(C(C(O3)CO)O)F)Cl)N. (2) Drug 1: CCN(CC)CCCC(C)NC1=C2C=C(C=CC2=NC3=C1C=CC(=C3)Cl)OC. Drug 2: CN(C(=O)NC(C=O)C(C(C(CO)O)O)O)N=O. Cell line: EKVX. Synergy scores: CSS=7.63, Synergy_ZIP=-0.418, Synergy_Bliss=2.43, Synergy_Loewe=-13.1, Synergy_HSA=1.64. (3) Drug 1: C1=CC(=CC=C1CCCC(=O)O)N(CCCl)CCCl. Drug 2: C1=CC(=CC=C1C#N)C(C2=CC=C(C=C2)C#N)N3C=NC=N3. Cell line: NCIH23. Synergy scores: CSS=47.5, Synergy_ZIP=-2.67, Synergy_Bliss=-6.80, Synergy_Loewe=-6.69, Synergy_HSA=-5.78. (4) Drug 1: C1CN1C2=NC(=NC(=N2)N3CC3)N4CC4. Drug 2: CCC1=CC2CC(C3=C(CN(C2)C1)C4=CC=CC=C4N3)(C5=C(C=C6C(=C5)C78CCN9C7C(C=CC9)(C(C(C8N6C)(C(=O)OC)O)OC(=O)C)CC)OC)C(=O)OC.C(C(C(=O)O)O)(C(=O)O)O. Cell line: PC-3. Synergy scores: CSS=55.3, Synergy_ZIP=-3.77, Synergy_Bliss=-7.66, Synergy_Loewe=-4.95, Synergy_HSA=-3.23. (5) Drug 1: CCCS(=O)(=O)NC1=C(C(=C(C=C1)F)C(=O)C2=CNC3=C2C=C(C=N3)C4=CC=C(C=C4)Cl)F. Drug 2: CC1=C2C(C(=O)C3(C(CC4C(C3C(C(C2(C)C)(CC1OC(=O)C(C(C5=CC=CC=C5)NC(=O)OC(C)(C)C)O)O)OC(=O)C6=CC=CC=C6)(CO4)OC(=O)C)O)C)O. Cell line: SK-MEL-2. Synergy scores: CSS=1.94, Synergy_ZIP=-1.56, Synergy_Bliss=-4.96, Synergy_Loewe=-46.8, Synergy_HSA=-7.56. (6) Drug 1: CC1=C(C(=CC=C1)Cl)NC(=O)C2=CN=C(S2)NC3=CC(=NC(=N3)C)N4CCN(CC4)CCO. Drug 2: CC(C)(C#N)C1=CC(=CC(=C1)CN2C=NC=N2)C(C)(C)C#N. Cell line: HCC-2998. Synergy scores: CSS=2.99, Synergy_ZIP=3.42, Synergy_Bliss=5.68, Synergy_Loewe=0.907, Synergy_HSA=1.46.